From a dataset of Full USPTO retrosynthesis dataset with 1.9M reactions from patents (1976-2016). Predict the reactants needed to synthesize the given product. (1) Given the product [F:1][C:2]1[N:3]=[CH:4][C:5]([CH:6]([OH:7])[CH3:10])=[CH:8][CH:9]=1, predict the reactants needed to synthesize it. The reactants are: [F:1][C:2]1[CH:9]=[CH:8][C:5]([CH:6]=[O:7])=[CH:4][N:3]=1.[CH3:10][Mg]Br. (2) Given the product [Br:1][C:2]1[CH:11]=[C:10]2[C:5]([N:6]=[CH:7][C:8]3[N:9]2[C:14]([CH3:15])=[N:13][N:12]=3)=[CH:4][CH:3]=1, predict the reactants needed to synthesize it. The reactants are: [Br:1][C:2]1[CH:11]=[C:10]2[C:5]([N:6]=[CH:7][C:8]([NH:12][NH2:13])=[N:9]2)=[CH:4][CH:3]=1.[CH3:14][C:15](O)=O.